From a dataset of Catalyst prediction with 721,799 reactions and 888 catalyst types from USPTO. Predict which catalyst facilitates the given reaction. (1) The catalyst class is: 5. Reactant: [C:1]([C:5]1[CH:6]=[C:7]2[C:12](=[C:13]([F:15])[CH:14]=1)[C:11](=[O:16])[N:10]([C:17]1[CH:24]=[C:23]([F:25])[CH:22]=[C:21]([C:26]3[CH:31]=[C:30]([NH:32][C:33]4[CH:38]=[CH:37][C:36]([N:39]5[CH2:44][CH2:43][N:42]([CH:45]6[CH2:48][O:47][CH2:46]6)[CH2:41][C@H:40]5[CH3:49])=[CH:35][N:34]=4)[C:29](=[O:50])[N:28]([CH3:51])[CH:27]=3)[C:18]=1[CH:19]=[O:20])[N:9]=[CH:8]2)([CH3:4])([CH3:3])[CH3:2].[BH4-].[Na+]. Product: [C:1]([C:5]1[CH:6]=[C:7]2[C:12](=[C:13]([F:15])[CH:14]=1)[C:11](=[O:16])[N:10]([C:17]1[CH:24]=[C:23]([F:25])[CH:22]=[C:21]([C:26]3[CH:31]=[C:30]([NH:32][C:33]4[CH:38]=[CH:37][C:36]([N:39]5[CH2:44][CH2:43][N:42]([CH:45]6[CH2:46][O:47][CH2:48]6)[CH2:41][C@H:40]5[CH3:49])=[CH:35][N:34]=4)[C:29](=[O:50])[N:28]([CH3:51])[CH:27]=3)[C:18]=1[CH2:19][OH:20])[N:9]=[CH:8]2)([CH3:2])([CH3:3])[CH3:4]. (2) Product: [CH3:1][O:2][C:3]1[N:8]=[C:7]([CH2:9][OH:10])[CH:6]=[CH:5][CH:4]=1. Reactant: [CH3:1][O:2][C:3]1[N:8]=[C:7]([C:9](OC)=[O:10])[CH:6]=[CH:5][CH:4]=1.[BH4-].[Na+]. The catalyst class is: 8. (3) Reactant: [NH2:1][C:2]1[CH:7]=[CH:6][C:5]([CH:8]([CH2:17][CH:18]2[CH2:22][CH2:21][CH2:20][CH2:19]2)[C:9]([NH:11][C:12]2[S:13][CH:14]=[CH:15][N:16]=2)=[O:10])=[CH:4][CH:3]=1.[CH3:23][S:24](Cl)(=[O:26])=[O:25]. Product: [CH:18]1([CH2:17][CH:8]([C:5]2[CH:4]=[CH:3][C:2]([NH:1][S:24]([CH3:23])(=[O:26])=[O:25])=[CH:7][CH:6]=2)[C:9]([NH:11][C:12]2[S:13][CH:14]=[CH:15][N:16]=2)=[O:10])[CH2:22][CH2:21][CH2:20][CH2:19]1. The catalyst class is: 17.